Dataset: Catalyst prediction with 721,799 reactions and 888 catalyst types from USPTO. Task: Predict which catalyst facilitates the given reaction. Reactant: [F:1][C:2]1[CH:7]=[C:6]([I:8])[CH:5]=[CH:4][C:3]=1[NH:9][C:10]1[N:14]([CH3:15])[C:13]2[C:16](=[O:19])[CH2:17][CH2:18][C:12]=2[C:11]=1[C:20](O)=[O:21].CC1(C)[O:28][C@@H:27]([CH2:29][O:30][NH2:31])[CH2:26][O:25]1.C1C=CC2N(O)N=NC=2C=1.C(Cl)CCl.C1(C)C=CC(S(O)(=O)=O)=CC=1. Product: [OH:28][C@H:27]([CH2:26][OH:25])[CH2:29][O:30][NH:31][C:20]([C:11]1[C:12]2[CH2:18][CH2:17][C:16](=[O:19])[C:13]=2[N:14]([CH3:15])[C:10]=1[NH:9][C:3]1[CH:4]=[CH:5][C:6]([I:8])=[CH:7][C:2]=1[F:1])=[O:21]. The catalyst class is: 347.